From a dataset of NCI-60 drug combinations with 297,098 pairs across 59 cell lines. Regression. Given two drug SMILES strings and cell line genomic features, predict the synergy score measuring deviation from expected non-interaction effect. Drug 1: CC1=C2C(C(=O)C3(C(CC4C(C3C(C(C2(C)C)(CC1OC(=O)C(C(C5=CC=CC=C5)NC(=O)OC(C)(C)C)O)O)OC(=O)C6=CC=CC=C6)(CO4)OC(=O)C)O)C)O. Drug 2: COCCOC1=C(C=C2C(=C1)C(=NC=N2)NC3=CC=CC(=C3)C#C)OCCOC.Cl. Cell line: OVCAR3. Synergy scores: CSS=54.4, Synergy_ZIP=11.2, Synergy_Bliss=9.34, Synergy_Loewe=-23.9, Synergy_HSA=12.3.